This data is from hERG Central: cardiac toxicity at 1µM, 10µM, and general inhibition. The task is: Predict hERG channel inhibition at various concentrations. (1) The molecule is COc1ccc(-n2ncc3c2CC(C)(C)CC3NC(=O)c2c(C)cc(=O)oc2C)cc1. Results: hERG_inhib (hERG inhibition (general)): blocker. (2) The drug is N#Cc1ccc(OCC(=O)OCC(=O)Nc2cc(C(F)(F)F)ccc2N2CCOCC2)cc1. Results: hERG_inhib (hERG inhibition (general)): blocker. (3) The molecule is O=C(CSc1nc2c(sc3ccccc32)c(=O)n1CCCN1CCCC1)NCc1ccco1. Results: hERG_inhib (hERG inhibition (general)): blocker. (4) Results: hERG_inhib (hERG inhibition (general)): blocker. The molecule is CC(C)(C)c1ccc(OCC(O)CN2CCc3ccccc3C2)cc1.Cl. (5) The compound is O=C(CN(Cc1ccccc1Cl)C(=O)c1csnn1)NCc1ccc2c(c1)OCO2. Results: hERG_inhib (hERG inhibition (general)): blocker. (6) The molecule is CN(Cc1nc(Cc2ccccc2F)no1)CC1(N2CCOCC2)CCCCC1. Results: hERG_inhib (hERG inhibition (general)): blocker. (7) The drug is CCN(CC)CCC(c1ccc2c(c1)OCO2)c1c(O)cc(OC)cc1OC. Results: hERG_inhib (hERG inhibition (general)): blocker. (8) The drug is Cc1cc2c(cc1C)N(Cc1ccccc1)C1=NCCCN12.Cl. Results: hERG_inhib (hERG inhibition (general)): blocker. (9) The drug is Clc1ccc(OCCN2CCN(c3ncnc4sccc34)CC2)cc1. Results: hERG_inhib (hERG inhibition (general)): blocker.